This data is from Forward reaction prediction with 1.9M reactions from USPTO patents (1976-2016). The task is: Predict the product of the given reaction. (1) Given the reactants [C:1]([O:5][C:6]([N:8]1[CH2:13][CH2:12][NH:11][C:10](=[O:14])[CH2:9]1)=[O:7])([CH3:4])([CH3:3])[CH3:2].Cl.[N:16]1[CH:21]=[CH:20][CH:19]=[C:18]([CH2:22]Cl)[CH:17]=1.[H-].[Na+], predict the reaction product. The product is: [C:1]([O:5][C:6]([N:8]1[CH2:13][CH2:12][N:11]([CH2:22][C:18]2[CH:17]=[N:16][CH:21]=[CH:20][CH:19]=2)[C:10](=[O:14])[CH2:9]1)=[O:7])([CH3:4])([CH3:2])[CH3:3]. (2) Given the reactants O/N=[CH:3]/[C:4]([NH:6][C:7]1[CH:12]=[CH:11][C:10]([O:13][C:14]([F:17])([F:16])[F:15])=[CH:9][CH:8]=1)=[O:5].C([O-])([O-])=[O:19].[Na+].[Na+], predict the reaction product. The product is: [F:15][C:14]([F:17])([F:16])[O:13][C:10]1[CH:9]=[C:8]2[C:7](=[CH:12][CH:11]=1)[NH:6][C:4](=[O:5])[C:3]2=[O:19]. (3) Given the reactants [NH2:1][C:2]1[CH:7]=[C:6]([Cl:8])[CH:5]=[CH:4][C:3]=1[SH:9].Br[CH2:11][CH2:12][C:13]1[C:14]([CH3:19])=[N:15][NH:16][C:17]=1[CH3:18].C([O-])([O-])=O.[K+].[K+], predict the reaction product. The product is: [Cl:8][C:6]1[CH:5]=[CH:4][C:3]([S:9][CH2:11][CH2:12][C:13]2[C:14]([CH3:19])=[N:15][NH:16][C:17]=2[CH3:18])=[C:2]([NH2:1])[CH:7]=1.